The task is: Predict the product of the given reaction.. This data is from Forward reaction prediction with 1.9M reactions from USPTO patents (1976-2016). (1) Given the reactants [Br:1][C:2]1[CH:3]=[C:4]([CH:8]=[CH:9][CH:10]=1)[C:5]([OH:7])=O.S(Cl)(Cl)=O.CCN(C(C)C)C(C)C.[F:24][C:25]([F:35])([F:34])[O:26][C:27]1[CH:33]=[CH:32][C:30]([NH2:31])=[CH:29][CH:28]=1, predict the reaction product. The product is: [Br:1][C:2]1[CH:3]=[C:4]([CH:8]=[CH:9][CH:10]=1)[C:5]([NH:31][C:30]1[CH:32]=[CH:33][C:27]([O:26][C:25]([F:24])([F:34])[F:35])=[CH:28][CH:29]=1)=[O:7]. (2) Given the reactants [ClH:1].[NH:2](C(OC(C)(C)C)=O)[C@H:3]([C:11]([N:13]1[CH2:27][CH2:26][CH2:25][C@H:14]1[C:15]([O:17][CH2:18][C:19]1[CH:24]=[CH:23][CH:22]=[CH:21][CH:20]=1)=[O:16])=[O:12])[CH2:4][CH2:5][CH2:6][NH:7][C:8](=[NH:10])[NH2:9].Cl, predict the reaction product. The product is: [NH2:2][C@H:3]([C:11]([N:13]1[CH2:27][CH2:26][CH2:25][C@H:14]1[C:15]([O:17][CH2:18][C:19]1[CH:20]=[CH:21][CH:22]=[CH:23][CH:24]=1)=[O:16])=[O:12])[CH2:4][CH2:5][CH2:6][NH:7][C:8](=[NH:9])[NH2:10].[ClH:1].[ClH:1]. (3) The product is: [Br:3][CH:1]1[CH2:2][CH:6]1[C:7]([O:9][CH2:10][CH3:11])=[O:8]. Given the reactants [CH:1]([Br:3])=[CH2:2].[N+](=[CH:6][C:7]([O:9][CH2:10][CH3:11])=[O:8])=[N-], predict the reaction product. (4) Given the reactants [Br:1][C:2]1[C:3]2[CH2:4][C@@H:5]3[CH2:14][NH:13][CH2:12][CH2:11][N:6]3[C:7]=2[CH:8]=[CH:9][CH:10]=1.[O:15]1[CH2:19][CH2:18][NH:17][C:16]1=[O:20].[CH2:21]=O, predict the reaction product. The product is: [Br:1][C:2]1[C:3]2[CH2:4][C@@H:5]3[CH2:14][N:13]([CH2:21][N:17]4[CH2:18][CH2:19][O:15][C:16]4=[O:20])[CH2:12][CH2:11][N:6]3[C:7]=2[CH:8]=[CH:9][CH:10]=1. (5) The product is: [C:6]1([CH2:5][C@@H:4]([NH:12][C:13]([O:15][CH2:16][C:17]2[CH:18]=[CH:19][C:20]3[O:24][C:23]([C:25]4[CH:30]=[CH:29][CH:28]=[CH:27][CH:26]=4)=[CH:22][C:21]=3[CH:31]=2)=[O:14])[C:3]([OH:32])=[O:2])[CH:11]=[CH:10][CH:9]=[CH:8][CH:7]=1. Given the reactants C[O:2][C:3](=[O:32])[C@H:4]([NH:12][C:13]([O:15][CH2:16][C:17]1[CH:18]=[CH:19][C:20]2[O:24][C:23]([C:25]3[CH:30]=[CH:29][CH:28]=[CH:27][CH:26]=3)=[CH:22][C:21]=2[CH:31]=1)=[O:14])[CH2:5][C:6]1[CH:11]=[CH:10][CH:9]=[CH:8][CH:7]=1.[OH-].[Li+].O, predict the reaction product. (6) Given the reactants [CH3:1][N:2]1[C:6]([C:7]([OH:9])=O)=[CH:5][CH:4]=[N:3]1.S(Cl)([Cl:12])=O, predict the reaction product. The product is: [CH3:1][N:2]1[C:6]([C:7]([Cl:12])=[O:9])=[CH:5][CH:4]=[N:3]1.